From a dataset of Full USPTO retrosynthesis dataset with 1.9M reactions from patents (1976-2016). Predict the reactants needed to synthesize the given product. Given the product [C:37]([C:24]1([N:8]2[CH2:7][CH2:6][N:5]([CH:10]3[C:18]4[C:13](=[CH:14][CH:15]=[C:16]([C:19]([F:22])([F:20])[F:21])[CH:17]=4)[CH2:12][CH2:11]3)[C@@H:4]([CH3:3])[CH2:9]2)[CH2:29][CH2:28][N:27]([C:30]([O:32][C:33]([CH3:36])([CH3:35])[CH3:34])=[O:31])[CH2:26][CH2:25]1)#[N:38], predict the reactants needed to synthesize it. The reactants are: Cl.Cl.[CH3:3][C@H:4]1[CH2:9][NH:8][CH2:7][CH2:6][N:5]1[CH:10]1[C:18]2[C:13](=[CH:14][CH:15]=[C:16]([C:19]([F:22])([F:21])[F:20])[CH:17]=2)[CH2:12][CH2:11]1.O=[C:24]1[CH2:29][CH2:28][N:27]([C:30]([O:32][C:33]([CH3:36])([CH3:35])[CH3:34])=[O:31])[CH2:26][CH2:25]1.[C-:37]#[N:38].C([Al+]CC)C.